Dataset: Catalyst prediction with 721,799 reactions and 888 catalyst types from USPTO. Task: Predict which catalyst facilitates the given reaction. Reactant: [Cl:1][C:2]1[CH:7]=[CH:6][N:5]=[C:4]([C@@H:8]([NH2:12])[CH2:9][CH:10]=[CH2:11])[CH:3]=1.C([O-])(O)=O.[Na+].[C:18](Cl)([O:20][CH2:21][C:22]1[CH:27]=[CH:26][CH:25]=[CH:24][CH:23]=1)=[O:19]. Product: [CH2:21]([O:20][C:18](=[O:19])[NH:12][C@H:8]([C:4]1[CH:3]=[C:2]([Cl:1])[CH:7]=[CH:6][N:5]=1)[CH2:9][CH:10]=[CH2:11])[C:22]1[CH:27]=[CH:26][CH:25]=[CH:24][CH:23]=1. The catalyst class is: 249.